Task: Predict which catalyst facilitates the given reaction.. Dataset: Catalyst prediction with 721,799 reactions and 888 catalyst types from USPTO (1) Reactant: Cl[C:2]1[C:7]([C:8]2[CH:13]=[CH:12][CH:11]=[CH:10][CH:9]=2)=[N:6][N:5]=[C:4]2[N:14]([CH3:18])[N:15]=[C:16]([CH3:17])[C:3]=12.[F-:19].[K+]. The catalyst class is: 3. Product: [F:19][C:2]1[C:7]([C:8]2[CH:13]=[CH:12][CH:11]=[CH:10][CH:9]=2)=[N:6][N:5]=[C:4]2[N:14]([CH3:18])[N:15]=[C:16]([CH3:17])[C:3]=12. (2) Reactant: [OH-].[Na+].[CH2:3]([O:5][C:6]([C:8]1[C:16]2[C:11](=[CH:12][CH:13]=[C:14]([O:17][C:18]3[CH:23]=[CH:22][C:21]([CH2:24][Cl:25])=[CH:20][N:19]=3)[CH:15]=2)[N:10]([C:26]2[CH:31]=[CH:30][C:29]([O:32][C:33]([F:36])([F:35])[F:34])=[CH:28][CH:27]=2)[C:9]=1[CH2:37][C:38]([O:40]CC)=[O:39])=[O:7])[CH3:4].Cl. Product: [CH2:3]([O:5][C:6]([C:8]1[C:16]2[C:11](=[CH:12][CH:13]=[C:14]([O:17][C:18]3[CH:23]=[CH:22][C:21]([CH2:24][Cl:25])=[CH:20][N:19]=3)[CH:15]=2)[N:10]([C:26]2[CH:31]=[CH:30][C:29]([O:32][C:33]([F:36])([F:35])[F:34])=[CH:28][CH:27]=2)[C:9]=1[CH2:37][C:38]([OH:40])=[O:39])=[O:7])[CH3:4]. The catalyst class is: 315.